From a dataset of Peptide-MHC class II binding affinity with 134,281 pairs from IEDB. Regression. Given a peptide amino acid sequence and an MHC pseudo amino acid sequence, predict their binding affinity value. This is MHC class II binding data. The peptide sequence is GKIWPSHKGRPGNFLQSR. The MHC is DRB1_0101 with pseudo-sequence DRB1_0101. The binding affinity (normalized) is 0.256.